From a dataset of Reaction yield outcomes from USPTO patents with 853,638 reactions. Predict the reaction yield, written as a fraction of the theoretical maximum amount of product (1.0 means a 100% yield; for example, 0.34 means a 34% yield). The reactants are [CH2:1]([O:8][NH2:9])[C:2]1[CH:7]=[CH:6][CH:5]=[CH:4][CH:3]=1.[CH2:10]([N:17]1[CH2:22][CH2:21][CH:20]=[C:19]([CH2:23][CH2:24][C:25]([OH:27])=O)[C:18]1=[O:28])[C:11]1[CH:16]=[CH:15][CH:14]=[CH:13][CH:12]=1.[CH2:29](Cl)CCl. No catalyst specified. The product is [CH2:1]([O:8][NH:9][C:25](=[O:27])[CH2:24][CH2:23][C:19]1[C:18](=[O:28])[N:17]([CH2:10][CH2:11][C:16]2[CH:15]=[CH:14][CH:13]=[CH:12][CH:29]=2)[CH2:22][CH2:21][CH:20]=1)[C:2]1[CH:7]=[CH:6][CH:5]=[CH:4][CH:3]=1. The yield is 0.750.